This data is from Forward reaction prediction with 1.9M reactions from USPTO patents (1976-2016). The task is: Predict the product of the given reaction. (1) The product is: [CH2:1]([O:8][C:9]1[N:14]=[C:13]2[N:15]([C:16]3[CH:21]=[CH:20][CH:19]=[CH:18][C:17]=3[Cl:22])[C:31](=[O:32])[NH:23][C:12]2=[CH:11][CH:10]=1)[C:2]1[CH:7]=[CH:6][CH:5]=[CH:4][CH:3]=1. Given the reactants [CH2:1]([O:8][C:9]1[N:14]=[C:13]([NH:15][C:16]2[CH:21]=[CH:20][CH:19]=[CH:18][C:17]=2[Cl:22])[C:12]([N+:23]([O-])=O)=[CH:11][CH:10]=1)[C:2]1[CH:7]=[CH:6][CH:5]=[CH:4][CH:3]=1.C1N=CN([C:31](N2C=NC=C2)=[O:32])C=1, predict the reaction product. (2) The product is: [C:15]([N:18]1[C:22]2[CH:23]=[CH:24][C:25]([Cl:27])=[CH:26][C:21]=2[S:20][CH:19]1[C:28]1[CH:33]=[C:32]([O:34][CH3:35])[CH:31]=[CH:30][C:29]=1[O:36][CH:68]([CH3:70])[CH2:67][CH2:66][O:65][S:62]([C:59]1[CH:58]=[CH:57][C:56]([CH3:71])=[CH:61][CH:60]=1)(=[O:63])=[O:64])(=[O:17])[CH3:16]. Given the reactants N(C(OC(C)C)=O)=NC(OC(C)C)=O.[C:15]([N:18]1[C:22]2[CH:23]=[CH:24][C:25]([Cl:27])=[CH:26][C:21]=2[S:20][CH:19]1[C:28]1[CH:33]=[C:32]([O:34][CH3:35])[CH:31]=[CH:30][C:29]=1[OH:36])(=[O:17])[CH3:16].C1(P(C2C=CC=CC=2)C2C=CC=CC=2)C=CC=CC=1.[C:56]1([CH3:71])[CH:61]=[CH:60][C:59]([S:62]([O:65][CH2:66][CH2:67][CH:68]([CH3:70])O)(=[O:64])=[O:63])=[CH:58][CH:57]=1, predict the reaction product. (3) Given the reactants Cl.[C:2]([C:4]1([NH:7][C:8]([C@@H:10]2[CH2:14][C@@H:13]([S:15]([C:18]3[CH:23]=[CH:22][CH:21]=[CH:20][C:19]=3[Cl:24])(=[O:17])=[O:16])[CH2:12][NH:11]2)=[O:9])[CH2:6][CH2:5]1)#[N:3].[C:25](O)(=[O:32])[C:26]1[CH:31]=[CH:30][CH:29]=[CH:28][CH:27]=1, predict the reaction product. The product is: [C:2]([C:4]1([NH:7][C:8]([C@@H:10]2[CH2:14][C@@H:13]([S:15]([C:18]3[CH:23]=[CH:22][CH:21]=[CH:20][C:19]=3[Cl:24])(=[O:17])=[O:16])[CH2:12][N:11]2[C:25](=[O:32])[C:26]2[CH:31]=[CH:30][CH:29]=[CH:28][CH:27]=2)=[O:9])[CH2:6][CH2:5]1)#[N:3]. (4) Given the reactants [F:1][C:2]1[CH:9]=[CH:8][C:5]([C:6]#[N:7])=[CH:4][C:3]=1[OH:10].Br[CH2:12][C:13]([C:15]1[CH:20]=[CH:19][C:18]([O:21][CH2:22][C:23]2[CH:28]=[CH:27][C:26]([Cl:29])=[C:25]([Cl:30])[CH:24]=2)=[CH:17][CH:16]=1)=[O:14].C(=O)([O-])[O-].[K+].[K+], predict the reaction product. The product is: [Cl:30][C:25]1[CH:24]=[C:23]([CH:28]=[CH:27][C:26]=1[Cl:29])[CH2:22][O:21][C:18]1[CH:17]=[CH:16][C:15]([C:13](=[O:14])[CH2:12][O:10][C:3]2[CH:4]=[C:5]([CH:8]=[CH:9][C:2]=2[F:1])[C:6]#[N:7])=[CH:20][CH:19]=1. (5) Given the reactants [S:1]1[C:5]2[CH:6]=[CH:7][CH:8]=[CH:9][C:4]=2[N:3]=[CH:2]1.[Cl:10][C:11]1[C:12](=[O:21])[CH:13]=[CH:14][C:15](OC)([O:17]C)[CH:16]=1, predict the reaction product. The product is: [S:1]1[C:5]2[CH:6]=[CH:7][CH:8]=[CH:9][C:4]=2[N:3]=[C:2]1[C:12]1([OH:21])[CH:13]=[CH:14][C:15](=[O:17])[CH:16]=[C:11]1[Cl:10]. (6) Given the reactants [C:1]([O:5][C:6]([N:8]1[CH2:12][CH2:11][CH2:10][CH:9]1[C:13]([O:15][CH2:16][C:17]([C:19]1[CH:20]=[CH:21][C:22]2[C:26]3[CH:27]=[CH:28][C:29](Br)=[CH:30][C:25]=3[S:24][C:23]=2[CH:32]=1)=[O:18])=[O:14])=[O:7])([CH3:4])([CH3:3])[CH3:2].C([Sn](CCCC)(CCCC)[C:38]([O:40]CC)=[CH2:39])CCC.C1C(=O)N(Br)C(=O)C1.[C:59]([O:63][C:64]([N:66]1[CH:71]([C:72]([OH:74])=[O:73])[CH:70]2[CH2:75][CH:67]1[CH2:68][CH2:69]2)=[O:65])([CH3:62])([CH3:61])[CH3:60], predict the reaction product. The product is: [C:59]([O:63][C:64]([N:66]1[CH:71]([C:72]([O:74][CH2:39][C:38]([C:29]2[CH:28]=[CH:27][C:26]3[C:22]4[CH:21]=[CH:20][C:19]([C:17](=[O:18])[CH2:16][O:15][C:13]([CH:9]5[CH2:10][CH2:11][CH2:12][N:8]5[C:6]([O:5][C:1]([CH3:4])([CH3:3])[CH3:2])=[O:7])=[O:14])=[CH:32][C:23]=4[S:24][C:25]=3[CH:30]=2)=[O:40])=[O:73])[CH:70]2[CH2:75][CH:67]1[CH2:68][CH2:69]2)=[O:65])([CH3:62])([CH3:60])[CH3:61]. (7) Given the reactants FC1C=C(OC)C=C(F)C=1C1SC=C(C(O)=O)N=1.[F:19][C:20]1[CH:21]=[C:22]([C:36]2([OH:40])[CH2:39][CH2:38][CH2:37]2)[CH:23]=[C:24]([F:35])[C:25]=1B1OC(C)(C)C(C)(C)O1.Br[C:42]1[N:47]=[C:46]([C:48]([O:50]C)=[O:49])[CH:45]=[CH:44][C:43]=1[F:52], predict the reaction product. The product is: [F:35][C:24]1[CH:23]=[C:22]([C:36]2([OH:40])[CH2:37][CH2:38][CH2:39]2)[CH:21]=[C:20]([F:19])[C:25]=1[C:42]1[N:47]=[C:46]([C:48]([OH:50])=[O:49])[CH:45]=[CH:44][C:43]=1[F:52].